Dataset: Catalyst prediction with 721,799 reactions and 888 catalyst types from USPTO. Task: Predict which catalyst facilitates the given reaction. (1) Reactant: [F:1][C:2]1([F:65])[CH2:7][CH2:6][CH:5]([C:8]2[C:17]3[C@@H:16]([O:18]CC4C=CC(OC)=CC=4)[CH2:15][C:14]([CH3:29])([CH3:28])[CH2:13][C:12]=3[N:11]=[C:10]([CH:30]3[CH2:35][CH2:34][N:33]([C:36]4[N:41]=[CH:40][C:39]([O:42][CH2:43][C:44]5([CH3:52])[CH2:49][O:48]C(C)(C)[O:46][CH2:45]5)=[CH:38][N:37]=4)[CH2:32][CH2:31]3)[C:9]=2[C@@H:53]([F:64])[C:54]2[CH:59]=[CH:58][C:57]([C:60]([F:63])([F:62])[F:61])=[CH:56][CH:55]=2)[CH2:4][CH2:3]1.Cl.C(=O)([O-])O.[Na+]. Product: [F:65][C:2]1([F:1])[CH2:3][CH2:4][CH:5]([C:8]2[C:17]3[C@@H:16]([OH:18])[CH2:15][C:14]([CH3:28])([CH3:29])[CH2:13][C:12]=3[N:11]=[C:10]([CH:30]3[CH2:35][CH2:34][N:33]([C:36]4[N:41]=[CH:40][C:39]([O:42][CH2:43][C:44]([CH2:49][OH:48])([CH3:52])[CH2:45][OH:46])=[CH:38][N:37]=4)[CH2:32][CH2:31]3)[C:9]=2[C@@H:53]([F:64])[C:54]2[CH:59]=[CH:58][C:57]([C:60]([F:61])([F:63])[F:62])=[CH:56][CH:55]=2)[CH2:6][CH2:7]1. The catalyst class is: 12. (2) Reactant: FC(F)(F)C(O)=O.CC([N:12]([C@@H:16]([CH:22]1[CH2:27][CH2:26][CH2:25][CH2:24][CH2:23]1)[C:17]1[NH:21][N:20]=[N:19][N:18]=1)C(=O)[O-])(C)C. Product: [CH:22]1([C@@H:16]([C:17]2[NH:21][N:20]=[N:19][N:18]=2)[NH2:12])[CH2:23][CH2:24][CH2:25][CH2:26][CH2:27]1. The catalyst class is: 4. (3) The catalyst class is: 20. Product: [CH:3]([C:4]1[CH:5]=[C:6]([CH:16]=[CH:17][C:18]=1[N+:19]([O-:21])=[O:20])[O:7][C:8]1[CH:9]=[C:10]([CH:13]=[CH:14][CH:15]=1)[C:11]#[N:12])=[O:2]. Reactant: C[O:2][CH:3](OC)[C:4]1[CH:5]=[C:6]([CH:16]=[CH:17][C:18]=1[N+:19]([O-:21])=[O:20])[O:7][C:8]1[CH:9]=[C:10]([CH:13]=[CH:14][CH:15]=1)[C:11]#[N:12].Cl. (4) Reactant: [NH:1]1[C:7]2[CH:8]=[C:9]([NH2:12])[CH:10]=[CH:11][C:6]=2[CH2:5][CH2:4][CH2:3][CH2:2]1.C([O:15][CH:16]=[CH:17][C:18](Cl)=O)C. Product: [NH:12]1[C:9]2[C:10](=[CH:11][C:6]3[CH2:5][CH2:4][CH2:3][CH2:2][NH:1][C:7]=3[CH:8]=2)[CH:18]=[CH:17][C:16]1=[O:15]. The catalyst class is: 797. (5) Reactant: C[Si](C)(C)N[Si](C)(C)C.[Li].[NH:11]([C:18]1[N:23]=[CH:22][N:21]=[C:20]([C:24]2[CH:29]=[CH:28][N:27]=[C:26]([C:30](=[S:37])[N:31]([CH2:33][CH:34]3[CH2:36][CH2:35]3)[CH3:32])[CH:25]=2)[N:19]=1)[C:12]1[CH:17]=[CH:16][CH:15]=[CH:14][CH:13]=1.[C:38](Cl)(=[O:40])[CH3:39].O. Product: [CH:34]1([CH2:33][N:31]([CH3:32])[C:30]([C:26]2[CH:25]=[C:24]([C:20]3[N:21]=[CH:22][N:23]=[C:18]([N:11]([C:12]4[CH:17]=[CH:16][CH:15]=[CH:14][CH:13]=4)[C:38](=[O:40])[CH3:39])[N:19]=3)[CH:29]=[CH:28][N:27]=2)=[S:37])[CH2:36][CH2:35]1. The catalyst class is: 7.